From a dataset of Forward reaction prediction with 1.9M reactions from USPTO patents (1976-2016). Predict the product of the given reaction. (1) Given the reactants [C:1]1([N:7]2[CH2:12][CH2:11][CH:10]([C:13]([OH:15])=O)[CH2:9][CH2:8]2)[CH:6]=[CH:5][CH:4]=[CH:3][CH:2]=1.BrC1C=CC=CC=1.[NH2:23][C:24]1[CH:25]=[N:26][C:27]2[C:32]([CH:33]=1)=[CH:31][CH:30]=[CH:29][CH:28]=2, predict the reaction product. The product is: [N:26]1[C:27]2[C:32](=[CH:31][CH:30]=[CH:29][CH:28]=2)[CH:33]=[C:24]([NH:23][C:13]([CH:10]2[CH2:9][CH2:8][N:7]([C:1]3[CH:2]=[CH:3][CH:4]=[CH:5][CH:6]=3)[CH2:12][CH2:11]2)=[O:15])[CH:25]=1. (2) Given the reactants [CH:1]1([CH2:4][O:5][C:6]2[N:11]=[C:10]([C:12]([OH:14])=O)[CH:9]=[CH:8][C:7]=2[N:15]2[CH2:18][C:17]([F:20])([F:19])[CH2:16]2)[CH2:3][CH2:2]1.Cl.[CH3:22][C@:23]12[CH2:30][C@H:27]([NH:28][CH2:29]1)[CH2:26][C:25]([CH3:32])([CH3:31])[CH2:24]2.CN(C(ON1N=NC2C=CC=CC1=2)=[N+](C)C)C.[B-](F)(F)(F)F.CCN(C(C)C)C(C)C, predict the reaction product. The product is: [CH:1]1([CH2:4][O:5][C:6]2[N:11]=[C:10]([C:12]([N:28]3[CH2:29][C@:23]4([CH3:22])[CH2:30][C@H:27]3[CH2:26][C:25]([CH3:32])([CH3:31])[CH2:24]4)=[O:14])[CH:9]=[CH:8][C:7]=2[N:15]2[CH2:18][C:17]([F:20])([F:19])[CH2:16]2)[CH2:2][CH2:3]1. (3) Given the reactants C(N1C=CN=C1)(N1C=CN=C1)=O.[CH3:13][C:14]1[S:18][C:17]([C:19]([OH:21])=O)=[CH:16][C:15]=1[NH:22][C:23](=[O:31])[CH2:24][C:25]1[CH:30]=[CH:29][CH:28]=[CH:27][CH:26]=1.[CH2:32]([NH2:42])[C:33]1[CH:41]=[CH:40][C:39]2[O:38][CH2:37][O:36][C:35]=2[CH:34]=1, predict the reaction product. The product is: [O:38]1[C:39]2[CH:40]=[CH:41][C:33]([CH2:32][NH:42][C:19]([C:17]3[S:18][C:14]([CH3:13])=[C:15]([NH:22][C:23](=[O:31])[CH2:24][C:25]4[CH:30]=[CH:29][CH:28]=[CH:27][CH:26]=4)[CH:16]=3)=[O:21])=[CH:34][C:35]=2[O:36][CH2:37]1. (4) Given the reactants C(OC([N:8]1[CH2:13][CH2:12][CH:11]([O:14][CH3:15])[CH2:10][CH2:9]1)=O)(C)(C)C.[ClH:16].O1CCOCC1, predict the reaction product. The product is: [ClH:16].[CH3:15][O:14][CH:11]1[CH2:12][CH2:13][NH:8][CH2:9][CH2:10]1. (5) Given the reactants CS(O[C@H:6]1[CH2:11][CH2:10][C@@H:9]([NH:12][C:13]([O:15][C:16]([CH3:19])([CH3:18])[CH3:17])=[O:14])[CH2:8][CH2:7]1)(=O)=O.CCN(C(C)C)C(C)C.[F:29][C:30]([F:39])([F:38])[C:31]1[CH:32]=[C:33]([SH:37])[CH:34]=[CH:35][CH:36]=1, predict the reaction product. The product is: [F:39][C:30]([F:29])([F:38])[C:31]1[CH:32]=[C:33]([S:37][C@H:6]2[CH2:7][CH2:8][C@H:9]([NH:12][C:13](=[O:14])[O:15][C:16]([CH3:17])([CH3:18])[CH3:19])[CH2:10][CH2:11]2)[CH:34]=[CH:35][CH:36]=1. (6) Given the reactants [CH2:1]([C:3]1[CH:4]=[C:5]([O:20][C:21]([F:24])([F:23])[F:22])[CH:6]=[C:7]2[C:12]=1[O:11][C@H:10]([C:13]([F:16])([F:15])[F:14])[C:9]([C:17]([OH:19])=[O:18])=[CH:8]2)[CH3:2].[C:25]1([C@H:31]([NH2:33])[CH3:32])[CH:30]=[CH:29][CH:28]=[CH:27][CH:26]=1, predict the reaction product. The product is: [C:25]1([C@H:31]([NH2:33])[CH3:32])[CH:30]=[CH:29][CH:28]=[CH:27][CH:26]=1.[CH2:1]([C:3]1[CH:4]=[C:5]([O:20][C:21]([F:24])([F:22])[F:23])[CH:6]=[C:7]2[C:12]=1[O:11][C@H:10]([C:13]([F:16])([F:15])[F:14])[C:9]([C:17]([OH:19])=[O:18])=[CH:8]2)[CH3:2]. (7) Given the reactants C(NC(C)C)(C)C.[Li]CCCC.[F:13][C:14]1[CH:22]=[CH:21][CH:20]=[C:19]2[C:15]=1[CH:16]=[CH:17][N:18]2[C:23]([O:25][C:26]([CH3:29])([CH3:28])[CH3:27])=[O:24].[B:30](OC(C)C)([O:35]C(C)C)[O:31]C(C)C, predict the reaction product. The product is: [C:26]([O:25][C:23]([N:18]1[C:19]2[C:15](=[C:14]([F:13])[CH:22]=[CH:21][CH:20]=2)[CH:16]=[C:17]1[B:30]([OH:35])[OH:31])=[O:24])([CH3:29])([CH3:28])[CH3:27]. (8) Given the reactants [CH3:1][C:2]1[CH:7]=[C:6]([CH3:8])[CH:5]=[C:4]([CH3:9])[C:3]=1[C:10]1(Cl)[C:19]2[C:14](=[CH:15][CH:16]=[CH:17][CH:18]=2)[CH:13]=[N:12][NH:11]1.[CH2:21]([NH:24][CH2:25][CH:26]1[CH2:28][CH2:27]1)[CH2:22][CH3:23], predict the reaction product. The product is: [CH:26]1([CH2:25][N:24]([CH2:21][CH2:22][CH3:23])[C:13]2[C:14]3[C:19](=[CH:18][CH:17]=[CH:16][CH:15]=3)[C:10]([C:3]3[C:2]([CH3:1])=[CH:7][C:6]([CH3:8])=[CH:5][C:4]=3[CH3:9])=[N:11][N:12]=2)[CH2:28][CH2:27]1.